From a dataset of Full USPTO retrosynthesis dataset with 1.9M reactions from patents (1976-2016). Predict the reactants needed to synthesize the given product. (1) Given the product [CH3:4][CH:3]([C:5]1[S:21][C:8]2[N:9]=[CH:10][N:11]=[C:12]([O:13][CH:14]3[CH2:19][CH2:18][CH:17]([NH2:20])[CH2:16][CH2:15]3)[C:7]=2[CH:6]=1)[CH3:2], predict the reactants needed to synthesize it. The reactants are: Cl.[CH3:2][CH:3]([C:5]1[S:21][C:8]2[N:9]=[CH:10][N:11]=[C:12]([O:13][CH:14]3[CH2:19][CH2:18][CH:17]([NH2:20])[CH2:16][CH2:15]3)[C:7]=2[CH:6]=1)[CH3:4]. (2) Given the product [Si:1]([O:8][CH2:9][C@@H:10]1[CH2:15][CH2:14][CH2:13][C@H:12]([CH2:16][O:31][C:30]([CH3:32])([CH3:29])[C:26]([O:28][C:37]([CH3:39])([CH3:41])[CH3:38])=[O:27])[CH2:11]1)([C:4]([CH3:7])([CH3:6])[CH3:5])([CH3:2])[CH3:3], predict the reactants needed to synthesize it. The reactants are: [Si:1]([O:8][CH2:9][C@@H:10]1[CH2:15][CH2:14][CH2:13][C@H:12]([CH2:16]OCC(OC(C)(C)C)=O)[CH2:11]1)([C:4]([CH3:7])([CH3:6])[CH3:5])([CH3:3])[CH3:2].[C:26](=[O:28])=[O:27].[CH3:29][C:30]([CH3:32])=[O:31].C([N-][CH:37]([CH3:39])[CH3:38])(C)C.[Li+].[CH3:41]I.[NH4+].[Cl-]. (3) Given the product [Br:33][CH2:34][CH2:35][CH2:36][CH2:37][O:38][CH2:39][CH2:40][CH2:41][CH2:42][C:43]1[CH:44]=[CH:45][C:46]([C:47]([NH:1][CH2:2][C:3]2[C:4]([NH:16][CH:17]3[CH2:22][CH2:21][N:20]([C:23]([NH2:25])=[O:24])[CH2:19][CH2:18]3)=[C:5]3[CH:13]=[N:12][N:11]([CH2:14][CH3:15])[C:6]3=[N:7][C:8]=2[CH2:9][CH3:10])=[O:48])=[CH:50][CH:51]=1, predict the reactants needed to synthesize it. The reactants are: [NH2:1][CH2:2][C:3]1[C:4]([NH:16][CH:17]2[CH2:22][CH2:21][N:20]([C:23]([NH2:25])=[O:24])[CH2:19][CH2:18]2)=[C:5]2[CH:13]=[N:12][N:11]([CH2:14][CH3:15])[C:6]2=[N:7][C:8]=1[CH2:9][CH3:10].C(N(CC)CC)C.[Br:33][CH2:34][CH2:35][CH2:36][CH2:37][O:38][CH2:39][CH2:40][CH2:41][CH2:42][C:43]1[CH:51]=[CH:50][C:46]([C:47](Cl)=[O:48])=[CH:45][CH:44]=1.O. (4) Given the product [NH2:36][C:33]1[N:32]=[C:31]([C:37]([F:38])([F:39])[F:40])[C:30]([C:2]2[N:7]=[C:6]([CH3:8])[N:5]=[C:4]([CH:9]3[CH2:14][CH2:13][CH2:12][N:11]([C:15]([C:57]4[CH:62]=[CH:61][CH:60]=[CH:59][CH:58]=4)=[O:17])[CH2:10]3)[CH:3]=2)=[CH:35][N:34]=1, predict the reactants needed to synthesize it. The reactants are: Cl[C:2]1[N:7]=[C:6]([CH3:8])[N:5]=[C:4]([CH:9]2[CH2:14][CH2:13][CH2:12][N:11]([C:15]([O:17]C(C)(C)C)=O)[CH2:10]2)[CH:3]=1.CC1(C)C(C)(C)OB([C:30]2[C:31]([C:37]([F:40])([F:39])[F:38])=[N:32][C:33]([NH2:36])=[N:34][CH:35]=2)O1.C(=O)([O-])[O-].[K+].[K+].O.Cl.O1CCOCC1.C(O)(=O)[C:57]1[CH:62]=[CH:61][CH:60]=[CH:59][CH:58]=1.CN(C(ON1N=NC2C=CC=CC1=2)=[N+](C)C)C.F[P-](F)(F)(F)(F)F.C(N(CC)CC)C.